This data is from Forward reaction prediction with 1.9M reactions from USPTO patents (1976-2016). The task is: Predict the product of the given reaction. (1) Given the reactants Cl[CH2:2][C:3]1[C:4]([CH:11]2[CH2:16][CH2:15][C:14]([F:18])([F:17])[CH2:13][CH2:12]2)=[N:5][O:6][C:7]=1[CH:8]1[CH2:10][CH2:9]1.[O:19]1[C:23]2([CH2:28][CH2:27][CH:26]([OH:29])[CH2:25][CH2:24]2)[O:22][CH2:21][CH2:20]1, predict the reaction product. The product is: [O:19]1[C:23]2([CH2:28][CH2:27][CH:26]([O:29][CH2:2][C:3]3[C:4]([CH:11]4[CH2:16][CH2:15][C:14]([F:18])([F:17])[CH2:13][CH2:12]4)=[N:5][O:6][C:7]=3[CH:8]3[CH2:10][CH2:9]3)[CH2:25][CH2:24]2)[O:22][CH2:21][CH2:20]1. (2) Given the reactants [NH2:1][C:2]1[C:17]([O:18][CH3:19])=[CH:16][C:5]2[CH2:6][CH2:7][N:8]([CH2:11][C:12]([CH3:15])([OH:14])[CH3:13])[CH2:9][CH2:10][C:4]=2[CH:3]=1.Cl[C:21]1[N:26]=[C:25]([NH:27][C:28]2[CH:33]=[CH:32][CH:31]=[CH:30][C:29]=2[S:34]([N:37]([CH3:39])[CH3:38])(=[O:36])=[O:35])[C:24]([Cl:40])=[CH:23][N:22]=1, predict the reaction product. The product is: [Cl:40][C:24]1[C:25]([NH:27][C:28]2[CH:33]=[CH:32][CH:31]=[CH:30][C:29]=2[S:34]([N:37]([CH3:39])[CH3:38])(=[O:36])=[O:35])=[N:26][C:21]([NH:1][C:2]2[C:17]([O:18][CH3:19])=[CH:16][C:5]3[CH2:6][CH2:7][N:8]([CH2:11][C:12]([OH:14])([CH3:15])[CH3:13])[CH2:9][CH2:10][C:4]=3[CH:3]=2)=[N:22][CH:23]=1. (3) Given the reactants [OH:1][C:2]1[CH:11]=[C:10]2[C:5]([C:6]([O:12][C:13]3[CH:18]=[CH:17][C:16]([NH:19][C:20]([C:22]4[S:23][CH:24]=[CH:25][CH:26]=4)=[O:21])=[CH:15][CH:14]=3)=[CH:7][CH:8]=[N:9]2)=[CH:4][C:3]=1[O:27][CH3:28].[CH:29]1([O:34][C:35](=[O:48])[C@@H:36]([NH:40][C:41]([O:43][C:44]([CH3:47])([CH3:46])[CH3:45])=[O:42])[CH2:37][CH2:38]Br)[CH2:33][CH2:32][CH2:31][CH2:30]1.C([O-])([O-])=O.[K+].[K+].C(Cl)Cl, predict the reaction product. The product is: [CH:29]1([O:34][C:35](=[O:48])[C@@H:36]([NH:40][C:41]([O:43][C:44]([CH3:47])([CH3:46])[CH3:45])=[O:42])[CH2:37][CH2:38][O:1][C:2]2[CH:11]=[C:10]3[C:5]([C:6]([O:12][C:13]4[CH:18]=[CH:17][C:16]([NH:19][C:20]([C:22]5[S:23][CH:24]=[CH:25][CH:26]=5)=[O:21])=[CH:15][CH:14]=4)=[CH:7][CH:8]=[N:9]3)=[CH:4][C:3]=2[O:27][CH3:28])[CH2:30][CH2:31][CH2:32][CH2:33]1. (4) Given the reactants [NH2:1][C:2]1[S:3]/[C:4](=[CH:8]\[C:9]2[CH:14]=[C:13]([O:15][CH3:16])[C:12]([OH:17])=[C:11]([Cl:18])[CH:10]=2)/[C:5](=[O:7])[N:6]=1.Br[CH2:20][C:21]([C:23]1[CH:32]=[CH:31][C:26]2[O:27][CH2:28][CH2:29][O:30][C:25]=2[CH:24]=1)=O, predict the reaction product. The product is: [Cl:18][C:11]1[CH:10]=[C:9](/[CH:8]=[C:4]2/[C:5](=[O:7])[N:6]3[CH:20]=[C:21]([C:23]4[CH:32]=[CH:31][C:26]5[O:27][CH2:28][CH2:29][O:30][C:25]=5[CH:24]=4)[N:1]=[C:2]3[S:3]/2)[CH:14]=[C:13]([O:15][CH3:16])[C:12]=1[OH:17]. (5) Given the reactants [Br:1]Br.[CH:3]1([C:6]2[CH:11]=[CH:10][CH:9]=[CH:8][CH:7]=2)[CH2:5][CH2:4]1.S([O-])([O-])=O.[Na+].[Na+].O, predict the reaction product. The product is: [Br:1][C:9]1[CH:10]=[CH:11][C:6]([CH:3]2[CH2:5][CH2:4]2)=[CH:7][CH:8]=1.